This data is from Peptide-MHC class I binding affinity with 185,985 pairs from IEDB/IMGT. The task is: Regression. Given a peptide amino acid sequence and an MHC pseudo amino acid sequence, predict their binding affinity value. This is MHC class I binding data. (1) The peptide sequence is ILNAHEDGV. The MHC is HLA-A02:03 with pseudo-sequence HLA-A02:03. The binding affinity (normalized) is 0.581. (2) The peptide sequence is RMMGVKYLM. The MHC is HLA-A02:01 with pseudo-sequence HLA-A02:01. The binding affinity (normalized) is 0.968. (3) The peptide sequence is AVYGNIKHK. The MHC is HLA-B54:01 with pseudo-sequence HLA-B54:01. The binding affinity (normalized) is 0. (4) The peptide sequence is GTFKSVAVK. The MHC is HLA-B18:01 with pseudo-sequence HLA-B18:01. The binding affinity (normalized) is 0.0847. (5) The peptide sequence is IAMESIVIW. The MHC is HLA-B07:02 with pseudo-sequence HLA-B07:02. The binding affinity (normalized) is 0.173. (6) The peptide sequence is WLGHPFTPV. The MHC is HLA-B15:01 with pseudo-sequence HLA-B15:01. The binding affinity (normalized) is 0.0847. (7) The peptide sequence is IRLLTWLF. The MHC is Mamu-B17 with pseudo-sequence Mamu-B17. The binding affinity (normalized) is 0.256. (8) The peptide sequence is KLIDVSKCI. The MHC is HLA-B51:01 with pseudo-sequence HLA-B51:01. The binding affinity (normalized) is 0.0847.